Predict the reactants needed to synthesize the given product. From a dataset of Full USPTO retrosynthesis dataset with 1.9M reactions from patents (1976-2016). (1) Given the product [N:12]([C@H:15]1[C@@H:21]([CH2:22][O:23][CH2:24][C:25]2[CH:30]=[CH:29][CH:28]=[CH:27][CH:26]=2)[O:20][C@@H:18]([O:19][Si:4]([CH:8]([CH3:10])[CH3:9])([CH:5]([CH3:7])[CH3:6])[CH:1]([CH3:3])[CH3:2])[C@H:17]([OH:31])[C@H:16]1[O:32][CH2:33][C:34]1[CH:39]=[CH:38][CH:37]=[CH:36][CH:35]=1)=[N+:13]=[N-:14], predict the reactants needed to synthesize it. The reactants are: [CH:1]([Si:4](Cl)([CH:8]([CH3:10])[CH3:9])[CH:5]([CH3:7])[CH3:6])([CH3:3])[CH3:2].[N:12]([C@H:15]1[C@@H:21]([CH2:22][O:23][CH2:24][C:25]2[CH:30]=[CH:29][CH:28]=[CH:27][CH:26]=2)[O:20][CH:18]([OH:19])[C@H:17]([OH:31])[C@H:16]1[O:32][CH2:33][C:34]1[CH:39]=[CH:38][CH:37]=[CH:36][CH:35]=1)=[N+:13]=[N-:14].N1C=CN=C1. (2) Given the product [O:19]=[C:14]1[CH:15]=[N:16][CH:17]=[CH:18][N:13]1[C:10]1[CH:11]=[CH:12][C:7]([N:1]2[CH2:6][CH2:5][N:4]([CH2:31][CH2:32][CH2:33][CH2:34][C:35]3[C:43]4[C:38](=[CH:39][CH:40]=[C:41]([C:44]#[N:45])[CH:42]=4)[NH:37][CH:36]=3)[CH2:3][CH2:2]2)=[CH:8][CH:9]=1, predict the reactants needed to synthesize it. The reactants are: [N:1]1([C:7]2[CH:12]=[CH:11][C:10]([N:13]3[CH:18]=[CH:17][N:16]=[CH:15][C:14]3=[O:19])=[CH:9][CH:8]=2)[CH2:6][CH2:5][NH:4][CH2:3][CH2:2]1.CC1C=CC(S(O[CH2:31][CH2:32][CH2:33][CH2:34][C:35]2[C:43]3[C:38](=[CH:39][CH:40]=[C:41]([C:44]#[N:45])[CH:42]=3)[NH:37][CH:36]=2)(=O)=O)=CC=1.C(=O)([O-])[O-].[K+].[K+].[I-].[K+]. (3) Given the product [CH2:20]([C:11]1[CH:10]=[C:9]([OH:8])[CH:19]=[CH:18][C:12]=1[C:13]([O:15][CH2:16][CH3:17])=[O:14])[CH3:21], predict the reactants needed to synthesize it. The reactants are: C([O:8][C:9]1[CH:19]=[CH:18][C:12]([C:13]([O:15][CH2:16][CH3:17])=[O:14])=[C:11]([CH2:20][CH3:21])[CH:10]=1)C1C=CC=CC=1.